Task: Predict the product of the given reaction.. Dataset: Forward reaction prediction with 1.9M reactions from USPTO patents (1976-2016) Given the reactants [Cl:1][C:2]1[C:7]([Cl:8])=[CH:6][CH:5]=[CH:4][C:3]=1[S:9](Cl)(=[O:11])=[O:10].[NH2:13][C:14]1[CH:15]=[C:16]([C:20]2[NH:24][N:23]=[N:22][N:21]=2)[CH:17]=[CH:18][CH:19]=1, predict the reaction product. The product is: [Cl:1][C:2]1[C:7]([Cl:8])=[CH:6][CH:5]=[CH:4][C:3]=1[S:9]([NH:13][C:14]1[CH:19]=[CH:18][CH:17]=[C:16]([C:20]2[NH:24][N:23]=[N:22][N:21]=2)[CH:15]=1)(=[O:11])=[O:10].